From a dataset of Reaction yield outcomes from USPTO patents with 853,638 reactions. Predict the reaction yield, written as a fraction of the theoretical maximum amount of product (1.0 means a 100% yield; for example, 0.34 means a 34% yield). The reactants are [CH:1]([S:3]([N:6]1[CH2:11][CH2:10][CH:9]([C:12]2[C:20]3[C:15](=[C:16]([C:27]([NH2:29])=[O:28])[CH:17]=[C:18]([C:21]4[CH:26]=[CH:25][CH:24]=[CH:23][CH:22]=4)[CH:19]=3)[NH:14][CH:13]=2)[CH2:8][CH2:7]1)(=[O:5])=[O:4])=[CH2:2].[N:30]1([CH2:36][CH2:37][OH:38])[CH2:35][CH2:34][CH2:33][CH2:32][CH2:31]1.C([O-])([O-])=O.[K+].[K+].[I-].[Na+]. The catalyst is CS(C)=O. The product is [C:21]1([C:18]2[CH:19]=[C:20]3[C:15](=[C:16]([C:27]([NH2:29])=[O:28])[CH:17]=2)[NH:14][CH:13]=[C:12]3[CH:9]2[CH2:8][CH2:7][N:6]([S:3]([CH2:1][CH2:2][O:38][CH2:37][CH2:36][N:30]3[CH2:35][CH2:34][CH2:33][CH2:32][CH2:31]3)(=[O:5])=[O:4])[CH2:11][CH2:10]2)[CH:26]=[CH:25][CH:24]=[CH:23][CH:22]=1. The yield is 0.500.